This data is from Full USPTO retrosynthesis dataset with 1.9M reactions from patents (1976-2016). The task is: Predict the reactants needed to synthesize the given product. (1) Given the product [F:1][C:2]1([F:13])[CH2:3][C@H:4]([CH2:8][OH:7])[NH:5][C:11]1=[O:12], predict the reactants needed to synthesize it. The reactants are: [F:1][C:2]1([F:13])[C:11](=[O:12])[N:5]2C(C)(C)[O:7][CH2:8][C@H:4]2[CH2:3]1.O1CCOCC1. (2) Given the product [CH:11]1([C:8]2[NH:7][C:6](=[O:16])[C:5]([CH:2]([NH:1][C:25]([C:18]3([CH3:17])[CH2:23][CH2:22][CH:21]([CH3:24])[CH2:20][CH2:19]3)=[O:26])[CH2:3][CH3:4])=[N:10][N:9]=2)[CH2:15][CH2:14][CH2:13][CH2:12]1, predict the reactants needed to synthesize it. The reactants are: [NH2:1][CH:2]([C:5]1[C:6](=[O:16])[NH:7][C:8]([CH:11]2[CH2:15][CH2:14][CH2:13][CH2:12]2)=[N:9][N:10]=1)[CH2:3][CH3:4].[CH3:17][C:18]1([C:25](Cl)=[O:26])[CH2:23][CH2:22][CH:21]([CH3:24])[CH2:20][CH2:19]1. (3) Given the product [Cl:1][C:2]1[CH:3]=[C:4]([NH:10][C:11](=[O:15])[CH2:12][CH:13]([CH3:14])[CH2:30][N+:27]([O-:29])=[O:28])[CH:5]=[CH:6][C:7]=1[C:8]#[N:9], predict the reactants needed to synthesize it. The reactants are: [Cl:1][C:2]1[CH:3]=[C:4]([NH:10][C:11](=[O:15])/[CH:12]=[CH:13]/[CH3:14])[CH:5]=[CH:6][C:7]=1[C:8]#[N:9].C1CCN2C(=NCCC2)CC1.[N+:27]([CH3:30])([O-:29])=[O:28]. (4) Given the product [CH3:1][O:24][C:23](=[O:25])[CH2:22][C:20]1[CH:21]=[C:16]([C:14]2[O:15][C:11]([CH2:7][CH:8]([CH3:10])[CH3:9])=[N:12][N:13]=2)[CH:17]=[CH:18][C:19]=1[CH3:26], predict the reactants needed to synthesize it. The reactants are: [C:1](=O)([O-])[O-].[K+].[K+].[CH2:7]([C:11]1[O:15][C:14]([C:16]2[CH:17]=[CH:18][C:19]([CH3:26])=[C:20]([CH2:22][C:23]([OH:25])=[O:24])[CH:21]=2)=[N:13][N:12]=1)[CH:8]([CH3:10])[CH3:9].IC.